This data is from Full USPTO retrosynthesis dataset with 1.9M reactions from patents (1976-2016). The task is: Predict the reactants needed to synthesize the given product. (1) Given the product [CH:40]([N:36]([CH:37]([CH3:39])[CH3:38])[CH2:35][CH2:34][O:33][C:32]1[CH:43]=[CH:44][C:29]([NH:28][C:12](=[O:14])[CH:11]=[CH:10][C:3]2[C:4]3[C:9](=[CH:8][CH:7]=[CH:6][CH:5]=3)[NH:1][N:2]=2)=[CH:30][C:31]=1[O:45][CH3:46])([CH3:41])[CH3:42], predict the reactants needed to synthesize it. The reactants are: [NH:1]1[C:9]2[C:4](=[CH:5][CH:6]=[CH:7][CH:8]=2)[C:3](/[CH:10]=[CH:11]/[C:12]([OH:14])=O)=[N:2]1.N=C=N.ON1C2C=CC=CC=2N=N1.[NH2:28][C:29]1[CH:44]=[CH:43][C:32]([O:33][CH2:34][CH2:35][N:36]([CH:40]([CH3:42])[CH3:41])[CH:37]([CH3:39])[CH3:38])=[C:31]([O:45][CH3:46])[CH:30]=1.CC[NH+](CC)CC.CC[NH+](CC)CC.C([O-])([O-])=O. (2) Given the product [CH3:38][N:34]1[C:33]2[C:39]([CH3:41])=[CH:40][C:30]([C:28]([C:26]3[CH:25]=[C:24]([O:42][CH3:43])[N:23]=[C:22]([N:15]4[CH2:14][CH2:13][CH:12]([N:9]5[CH2:10][CH2:11][C:5]6[CH:4]=[C:3]([O:2][CH3:1])[CH:20]=[CH:19][C:6]=6[NH:7][C:8]5=[O:18])[CH2:17][CH2:16]4)[CH:27]=3)=[O:29])=[CH:31][C:32]=2[O:36][C:35]1=[O:37], predict the reactants needed to synthesize it. The reactants are: [CH3:1][O:2][C:3]1[CH:20]=[CH:19][C:6]2[NH:7][C:8](=[O:18])[N:9]([CH:12]3[CH2:17][CH2:16][NH:15][CH2:14][CH2:13]3)[CH2:10][CH2:11][C:5]=2[CH:4]=1.Cl[C:22]1[CH:27]=[C:26]([C:28]([C:30]2[CH:40]=[C:39]([CH3:41])[C:33]3[N:34]([CH3:38])[C:35](=[O:37])[O:36][C:32]=3[CH:31]=2)=[O:29])[CH:25]=[C:24]([O:42][CH3:43])[N:23]=1.